Task: Predict the reactants needed to synthesize the given product.. Dataset: Full USPTO retrosynthesis dataset with 1.9M reactions from patents (1976-2016) (1) Given the product [Cl:1][C:2]1[CH:3]=[CH:4][C:5]2[O:18][CH:17]([CH2:19][N:21]3[CH2:22][CH2:23][O:24][CH2:25][CH2:26]3)[N:8]3[C:9]4[CH:10]=[CH:11][CH:12]=[C:13]([F:16])[C:14]=4[CH:15]=[C:7]3[C:6]=2[N:27]=1, predict the reactants needed to synthesize it. The reactants are: [Cl:1][C:2]1[CH:3]=[CH:4][C:5]2[O:18][CH:17]([C:19]([N:21]3[CH2:26][CH2:25][O:24][CH2:23][CH2:22]3)=O)[N:8]3[C:9]4[CH:10]=[CH:11][CH:12]=[C:13]([F:16])[C:14]=4[CH:15]=[C:7]3[C:6]=2[N:27]=1.S(C)C.CO.O. (2) Given the product [F:1][C:2]1[C:11]2[C:6]3[C:5]([CH2:12][C:13](=[O:15])[C:7]=3[CH:8]=[CH:9][CH:10]=2)=[CH:4][CH:3]=1, predict the reactants needed to synthesize it. The reactants are: [F:1][C:2]1[C:11]2[C:6](=[CH:7][CH:8]=[CH:9][CH:10]=2)[C:5]([CH2:12][C:13]([OH:15])=O)=[CH:4][CH:3]=1. (3) Given the product [C:12]([C:16]1[CH:21]=[CH:20][C:19]([S:22]([NH:1][C:2]2[CH:3]=[CH:4][C:5]([NH:8][C:9](=[O:11])[CH3:10])=[N:6][CH:7]=2)(=[O:24])=[O:23])=[CH:18][CH:17]=1)([CH3:15])([CH3:13])[CH3:14], predict the reactants needed to synthesize it. The reactants are: [NH2:1][C:2]1[CH:3]=[CH:4][C:5]([NH:8][C:9](=[O:11])[CH3:10])=[N:6][CH:7]=1.[C:12]([C:16]1[CH:21]=[CH:20][C:19]([S:22](Cl)(=[O:24])=[O:23])=[CH:18][CH:17]=1)([CH3:15])([CH3:14])[CH3:13]. (4) Given the product [Cl:3][C:16]1[CH:17]=[C:18]([CH3:19])[N:13]([C:8]2[CH:9]=[CH:10][CH:11]=[CH:12][C:7]=2[Cl:6])[C:14](=[O:23])[C:15]=1[C:21]#[N:22], predict the reactants needed to synthesize it. The reactants are: P(Cl)(Cl)([Cl:3])=O.[Cl:6][C:7]1[CH:12]=[CH:11][CH:10]=[CH:9][C:8]=1[N:13]1[C:18]([CH3:19])=[CH:17][C:16](O)=[C:15]([C:21]#[N:22])[C:14]1=[O:23].C(=O)([O-])O.[Na+].